Dataset: Full USPTO retrosynthesis dataset with 1.9M reactions from patents (1976-2016). Task: Predict the reactants needed to synthesize the given product. (1) Given the product [SH:34][C:33]1[O:21][C:20]([C:19]2[CH:18]=[C:17]([N:14]3[CH2:13][C@H:12]4[N:8]([CH2:9][CH2:10][CH2:11]4)[C:7]4[N:27]=[C:3]([S:2][CH3:1])[N:4]=[CH:5][C:6]=4[C:15]3=[O:16])[CH:26]=[CH:25][CH:24]=2)=[N:22][N:23]=1, predict the reactants needed to synthesize it. The reactants are: [CH3:1][S:2][C:3]1[N:4]=[CH:5][C:6]2[C:15](=[O:16])[N:14]([C:17]3[CH:18]=[C:19]([CH:24]=[CH:25][CH:26]=3)[C:20]([NH:22][NH2:23])=[O:21])[CH2:13][C@H:12]3[N:8]([CH2:9][CH2:10][CH2:11]3)[C:7]=2[N:27]=1.[OH-].[K+].C(O)C.[C:33](=S)=[S:34]. (2) Given the product [C:1]([O:5][C:6](=[O:29])[NH:7][C@H:8]1[CH2:16][CH2:15][CH2:14][C@H:13]([CH2:17][CH2:18][Br:30])[C@@H:12]([O:20][C:21]2[CH:26]=[CH:25][CH:24]=[CH:23][CH:22]=2)[C@H:11]([CH3:27])[O:10][C:9]1=[O:28])([CH3:4])([CH3:3])[CH3:2], predict the reactants needed to synthesize it. The reactants are: [C:1]([O:5][C:6](=[O:29])[NH:7][C@H:8]1[CH2:16][CH2:15][CH2:14][C@H:13]([CH2:17][CH2:18]O)[C@@H:12]([O:20][C:21]2[CH:26]=[CH:25][CH:24]=[CH:23][CH:22]=2)[C@H:11]([CH3:27])[O:10][C:9]1=[O:28])([CH3:4])([CH3:3])[CH3:2].[Br:30]C(Br)(Br)Br.C1(P(C2C=CC=CC=2)C2C=CC=CC=2)C=CC=CC=1.CC(C)=O.